Predict the product of the given reaction. From a dataset of Forward reaction prediction with 1.9M reactions from USPTO patents (1976-2016). (1) Given the reactants N([O-])=O.[Na+].N[CH2:6][C:7]1[CH:8]=[CH:9][C:10]([C:13]2[N:17]([C:18]3[CH:19]=[N:20][C:21]([CH3:24])=[CH:22][CH:23]=3)[N:16]=[C:15]([C:25]([N:27]3[CH2:32][CH2:31][C:30]([F:34])([F:33])[CH2:29][CH2:28]3)=[O:26])[CH:14]=2)=[N:11][CH:12]=1.C(=O)([O-])[OH:36].[Na+], predict the reaction product. The product is: [OH:36][CH2:6][C:7]1[CH:8]=[CH:9][C:10]([C:13]2[N:17]([C:18]3[CH:19]=[N:20][C:21]([CH3:24])=[CH:22][CH:23]=3)[N:16]=[C:15]([C:25]([N:27]3[CH2:32][CH2:31][C:30]([F:34])([F:33])[CH2:29][CH2:28]3)=[O:26])[CH:14]=2)=[N:11][CH:12]=1. (2) The product is: [CH:52]1([O:58][C:59](=[O:79])[CH2:60][CH2:61][C@H:62]([NH:78][C:13](=[O:15])[CH2:12][CH2:11][CH2:10][CH2:9][CH2:8][CH2:7][C:1]2[CH:2]=[CH:3][CH:4]=[CH:5][CH:6]=2)[CH2:63][S:64][C:65]2[CH:70]=[CH:69][C:68]([CH2:71][C:72]3[CH:73]=[CH:74][CH:75]=[CH:76][CH:77]=3)=[CH:67][CH:66]=2)[CH2:53][CH2:54][CH2:55][CH2:56][CH2:57]1. Given the reactants [C:1]1([CH2:7][CH2:8][CH2:9][CH2:10][CH2:11][CH2:12][C:13]([OH:15])=O)[CH:6]=[CH:5][CH:4]=[CH:3][CH:2]=1.F[P-](F)(F)(F)(F)F.N1(O[P+](N(C)C)(N(C)C)N(C)C)C2C=CC=CC=2N=N1.CCN(C(C)C)C(C)C.[CH:52]1([O:58][C:59](=[O:79])[CH2:60][CH2:61][C@H:62]([NH2:78])[CH2:63][S:64][C:65]2[CH:70]=[CH:69][C:68]([CH2:71][C:72]3[CH:77]=[CH:76][CH:75]=[CH:74][CH:73]=3)=[CH:67][CH:66]=2)[CH2:57][CH2:56][CH2:55][CH2:54][CH2:53]1, predict the reaction product. (3) The product is: [CH2:20]([NH:27][C:8]1[C:9](=[O:10])[N:5]([CH2:1][CH2:2][CH2:3][CH3:4])[S:6](=[O:19])(=[O:18])[C:7]=1[C:12]1[CH:17]=[CH:16][CH:15]=[CH:14][CH:13]=1)[C:21]1[CH:26]=[CH:25][CH:24]=[CH:23][CH:22]=1. Given the reactants [CH2:1]([N:5]1[C:9](=[O:10])[C:8](Cl)=[C:7]([C:12]2[CH:17]=[CH:16][CH:15]=[CH:14][CH:13]=2)[S:6]1(=[O:19])=[O:18])[CH2:2][CH2:3][CH3:4].[CH2:20]([NH2:27])[C:21]1[CH:26]=[CH:25][CH:24]=[CH:23][CH:22]=1, predict the reaction product. (4) Given the reactants [C:1]1([CH:7]([C:9]2[CH:14]=[CH:13][CH:12]=[CH:11][CH:10]=2)[NH2:8])[CH:6]=[CH:5][CH:4]=[CH:3][CH:2]=1.Cl[CH2:16][CH:17]1[CH2:19][O:18]1, predict the reaction product. The product is: [CH:7]([N:8]1[CH2:19][CH:17]([OH:18])[CH2:16]1)([C:1]1[CH:2]=[CH:3][CH:4]=[CH:5][CH:6]=1)[C:9]1[CH:10]=[CH:11][CH:12]=[CH:13][CH:14]=1. (5) Given the reactants Br[CH2:2][C:3]1[CH:8]=[CH:7][C:6]([B:9]([OH:11])[OH:10])=[CH:5][CH:4]=1.[NH:12]1[CH2:17][CH2:16][S:15](=[O:19])(=[O:18])[CH2:14][CH2:13]1.C(=O)([O-])[O-].[K+].[K+], predict the reaction product. The product is: [B:9]([C:6]1[CH:7]=[CH:8][C:3]([CH2:2][N:12]2[CH2:17][CH2:16][S:15](=[O:19])(=[O:18])[CH2:14][CH2:13]2)=[CH:4][CH:5]=1)([OH:11])[OH:10]. (6) Given the reactants [F:1][C:2]1[CH:7]=[CH:6][C:5]([C:8]2[C:9]([NH2:37])=[N:10][CH:11]=[N:12][C:13]=2[N:14]2[CH2:19][CH2:18][CH:17]([C:20]3[N:21](C)[CH:22]=[C:23]([C:25]4[CH:30]=[CH:29][C:28]([F:31])=[C:27]([C:32]([F:35])([F:34])[F:33])[CH:26]=4)[N:24]=3)[CH2:16][CH2:15]2)=[CH:4][CH:3]=1.BrC1C(N2CCC(C3NC=C(C4C=CC(F)=C(C(F)(F)F)C=4)N=3)CC2)=NC=NC=1, predict the reaction product. The product is: [F:1][C:2]1[CH:3]=[CH:4][C:5]([C:8]2[C:9]([NH2:37])=[N:10][CH:11]=[N:12][C:13]=2[N:14]2[CH2:15][CH2:16][CH:17]([C:20]3[NH:21][CH:22]=[C:23]([C:25]4[CH:30]=[CH:29][C:28]([F:31])=[C:27]([C:32]([F:33])([F:35])[F:34])[CH:26]=4)[N:24]=3)[CH2:18][CH2:19]2)=[CH:6][CH:7]=1. (7) Given the reactants [F:1][C:2]1[CH:7]=[CH:6][C:5]([C:8]2[CH:13]=[C:12]([N:14]3[CH2:19][CH2:18][NH:17][CH2:16][C@H:15]3[CH3:20])[N:11]=[C:10]([N:21]3[CH2:25][CH2:24][CH2:23][C@H:22]3[CH3:26])[N:9]=2)=[CH:4][CH:3]=1.Br[C:28]1[C:33]([CH3:34])=[CH:32][C:31]([Br:35])=[CH:30][N:29]=1.CCN(C(C)C)C(C)C, predict the reaction product. The product is: [Br:35][C:31]1[CH:32]=[C:33]([CH3:34])[C:28]([N:17]2[CH2:18][CH2:19][N:14]([C:12]3[CH:13]=[C:8]([C:5]4[CH:4]=[CH:3][C:2]([F:1])=[CH:7][CH:6]=4)[N:9]=[C:10]([N:21]4[CH2:25][CH2:24][CH2:23][C@H:22]4[CH3:26])[N:11]=3)[C@H:15]([CH3:20])[CH2:16]2)=[N:29][CH:30]=1. (8) Given the reactants Br[CH2:2][CH:3]([O:23][CH2:24][CH2:25][CH2:26][CH2:27][CH2:28][CH2:29][CH2:30][CH3:31])[O:4][CH2:5][CH2:6][CH2:7][CH2:8][CH2:9][CH2:10][CH2:11][CH2:12]/[CH:13]=[CH:14]\[CH2:15]/[CH:16]=[CH:17]\[CH2:18][CH2:19][CH2:20][CH2:21][CH3:22].[CH3:32][NH:33][CH3:34], predict the reaction product. The product is: [CH3:32][N:33]([CH3:34])[CH2:2][CH:3]([O:4][CH2:5][CH2:6][CH2:7][CH2:8][CH2:9][CH2:10][CH2:11][CH2:12]/[CH:13]=[CH:14]\[CH2:15]/[CH:16]=[CH:17]\[CH2:18][CH2:19][CH2:20][CH2:21][CH3:22])[O:23][CH2:24][CH2:25][CH2:26][CH2:27][CH2:28][CH2:29][CH2:30][CH3:31].